From a dataset of Full USPTO retrosynthesis dataset with 1.9M reactions from patents (1976-2016). Predict the reactants needed to synthesize the given product. (1) Given the product [O:1]1[C:5]2[CH:6]=[CH:7][C:8]([C:10]3([C:13]([NH:15][C:16]4[CH:21]=[CH:20][C:19]([CH:22]([C:23]5[CH:28]=[CH:27][CH:26]=[CH:25][C:24]=5[O:29][CH3:30])[O:31][CH2:39][CH2:38][N:35]5[CH2:36][CH2:37][O:32][CH2:33][CH2:34]5)=[CH:18][N:17]=4)=[O:14])[CH2:12][CH2:11]3)=[CH:9][C:4]=2[O:3][CH2:2]1, predict the reactants needed to synthesize it. The reactants are: [O:1]1[C:5]2[CH:6]=[CH:7][C:8]([C:10]3([C:13]([NH:15][C:16]4[CH:21]=[CH:20][C:19]([CH:22]([OH:31])[C:23]5[CH:28]=[CH:27][CH:26]=[CH:25][C:24]=5[O:29][CH3:30])=[CH:18][N:17]=4)=[O:14])[CH2:12][CH2:11]3)=[CH:9][C:4]=2[O:3][CH2:2]1.[O:32]1[CH2:37][CH2:36][N:35]([CH2:38][CH2:39]O)[CH2:34][CH2:33]1.O1C2C=CC(C3(C(NC4C=CC(C(OCCCO)C5C=CC=CC=5OC)=CN=4)=O)CC3)=CC=2OC1. (2) The reactants are: [CH3:1][C@H:2]([OH:6])[C:3]([OH:5])=[O:4].[CH3:7][N:8]([CH3:11])[CH:9]=[O:10].[CH:12]([Cl:15])([Cl:14])[Cl:13]. Given the product [CH3:1][C@H:2]([OH:6])[C:3]([OH:5])=[O:4].[CH:12]([Cl:15])([Cl:14])[Cl:13].[CH3:7][N:8]([CH3:11])[CH:9]=[O:10], predict the reactants needed to synthesize it. (3) Given the product [CH3:7][C:4]1[N:3]([C:8]2[CH:12]=[C:11]([I:25])[N:10]([C:13]3[CH:18]=[CH:17][CH:16]=[C:15]([F:19])[CH:14]=3)[N:9]=2)[C:2]([CH3:1])=[CH:6][CH:5]=1, predict the reactants needed to synthesize it. The reactants are: [CH3:1][C:2]1[N:3]([C:8]2[CH:12]=[CH:11][N:10]([C:13]3[CH:18]=[CH:17][CH:16]=[C:15]([F:19])[CH:14]=3)[N:9]=2)[C:4]([CH3:7])=[CH:5][CH:6]=1.C([Li])CCC.[I:25]I.S([O-])([O-])(=O)=S.[Na+].[Na+].N. (4) Given the product [O:35]=[S:6]1(=[O:25])[C:5]2[CH:4]=[CH:3][CH:2]=[CH:1][C:9]=2[C:8]2[CH:10]=[CH:11][CH:29]=[C:28]([OH:30])[C:7]1=2, predict the reactants needed to synthesize it. The reactants are: [CH:1]1[C:9]2[C:8]3[CH:10]=[CH:11]C=C[C:7]=3[S:6][C:5]=2[C:4](B(O)O)=[CH:3][CH:2]=1.C1C=C(Cl)C=C(C(OO)=[O:25])C=1.[CH2:28]([OH:30])[CH3:29].C(Cl)(Cl)Cl.[OH2:35]. (5) Given the product [C:15]([O:14][C:12]([N:7]1[CH2:8][CH2:9][C:10](=[O:11])[CH:5]([C:3](=[O:4])[N:32]([CH2:31][C:21]2[C:20]([Cl:19])=[CH:25][N:24]=[C:23]([CH2:26][CH2:27][CH2:28][O:29][CH3:30])[CH:22]=2)[CH:33]2[CH2:35][CH2:34]2)[CH2:6]1)=[O:13])([CH3:16])([CH3:17])[CH3:18], predict the reactants needed to synthesize it. The reactants are: CO[C:3]([C:5]1[CH2:6][N:7]([C:12]([O:14][C:15]([CH3:18])([CH3:17])[CH3:16])=[O:13])[CH2:8][CH2:9][C:10]=1[OH:11])=[O:4].[Cl:19][C:20]1[C:21]([CH2:31][NH:32][CH:33]2[CH2:35][CH2:34]2)=[CH:22][C:23]([CH2:26][CH2:27][CH2:28][O:29][CH3:30])=[N:24][CH:25]=1.O.C1(C)C=CC(S(O)(=O)=O)=CC=1.CCOC(C)=O.